This data is from Forward reaction prediction with 1.9M reactions from USPTO patents (1976-2016). The task is: Predict the product of the given reaction. (1) Given the reactants [CH3:1][C:2]1[CH:3]=[C:4]([CH:8]=[CH:9][C:10]=1[C:11]([N:13]1[CH2:17][CH2:16][CH2:15][CH2:14]1)=[O:12])[C:5]([OH:7])=O.CN(C(ON1N=NC2C=CC=CC1=2)=[N+](C)C)C.[B-](F)(F)(F)F.C(N(C(C)C)CC)(C)C.[Cl:49][C:50]1[CH:63]=[CH:62][C:53]2[NH:54][C:55]([C@@H:57]([NH2:61])[C@H:58]([OH:60])[CH3:59])=[N:56][C:52]=2[CH:51]=1.ClCl, predict the reaction product. The product is: [Cl:49][C:50]1[CH:63]=[CH:62][C:53]2[NH:54][C:55]([C@@H:57]([NH:61][C:5](=[O:7])[C:4]3[CH:8]=[CH:9][C:10]([C:11]([N:13]4[CH2:17][CH2:16][CH2:15][CH2:14]4)=[O:12])=[C:2]([CH3:1])[CH:3]=3)[C@H:58]([OH:60])[CH3:59])=[N:56][C:52]=2[CH:51]=1. (2) Given the reactants Cl.[NH2:2][C@H:3]([C:9]([OH:11])=[O:10])[CH2:4][CH2:5][CH2:6][CH2:7][NH2:8].C(O)(=O)CCCCCCCCCCCCCCCCC, predict the reaction product. The product is: [NH2:2][C@H:3]([C:9]([OH:11])=[O:10])[CH2:4][CH2:5][CH2:6][CH2:7][NH2:8]. (3) The product is: [F:1][C:2]1[CH:7]=[CH:6][C:5]([C:8]2[N:9]([CH2:31][CH2:32][C@@H:33]([OH:45])[CH2:34][C@@H:35]([OH:44])[CH2:36][C:37]([O:39][C:40]([CH3:43])([CH3:42])[CH3:41])=[O:38])[C:10]([CH:28]([CH3:30])[CH3:29])=[C:11]([C:19](=[O:27])[NH:20][C:21]3[CH:26]=[CH:25][CH:24]=[CH:23][CH:22]=3)[C:12]=2[C:13]2[CH:18]=[CH:17][CH:16]=[CH:15][CH:14]=2)=[CH:4][CH:3]=1. Given the reactants [F:1][C:2]1[CH:7]=[CH:6][C:5]([C:8]2[N:9]([CH2:31][CH2:32][C:33](=[O:45])[CH2:34][C:35](=[O:44])[CH2:36][C:37]([O:39][C:40]([CH3:43])([CH3:42])[CH3:41])=[O:38])[C:10]([CH:28]([CH3:30])[CH3:29])=[C:11]([C:19](=[O:27])[NH:20][C:21]3[CH:26]=[CH:25][CH:24]=[CH:23][CH:22]=3)[C:12]=2[C:13]2[CH:18]=[CH:17][CH:16]=[CH:15][CH:14]=2)=[CH:4][CH:3]=1.C1(C)C=CC=CC=1.C(N(CC)CC)C, predict the reaction product. (4) Given the reactants [Cl:1][C:2]1[C:7]([CH3:8])=[C:6]([F:9])[CH:5]=[CH:4][C:3]=1[N:10]1[CH2:15][CH2:14][N:13]([CH2:16][CH2:17][CH2:18][CH:19]=[CH:20][C:21]2[N:30]=[C:29]3[C:24]([CH2:25][CH2:26][C:27](=[O:31])[NH:28]3)=[CH:23][CH:22]=2)[CH2:12][CH2:11]1, predict the reaction product. The product is: [Cl:1][C:2]1[C:7]([CH3:8])=[C:6]([F:9])[CH:5]=[CH:4][C:3]=1[N:10]1[CH2:11][CH2:12][N:13]([CH2:16][CH2:17][CH2:18][CH2:19][CH2:20][C:21]2[N:30]=[C:29]3[C:24]([CH2:25][CH2:26][C:27](=[O:31])[NH:28]3)=[CH:23][CH:22]=2)[CH2:14][CH2:15]1. (5) Given the reactants [CH3:1][N:2]1[CH2:7][CH2:6][N:5]([CH3:8])[CH2:4][CH:3]1[CH2:9][O:10][C:11]1[CH:12]=[C:13]2[C:18](=[CH:19][CH:20]=1)[CH:17]=[C:16]([C:21]1[C:29]3[C:24](=[CH:25][CH:26]=[C:27]([C:30]#[N:31])[CH:28]=3)[N:23](C3CCCCO3)[N:22]=1)[CH:15]=[CH:14]2.[CH2:38]([OH:40])[CH3:39], predict the reaction product. The product is: [CH2:38]([O:40][C:30]([C:27]1[CH:28]=[C:29]2[C:24](=[CH:25][CH:26]=1)[NH:23][N:22]=[C:21]2[C:16]1[CH:15]=[CH:14][C:13]2[C:18](=[CH:19][CH:20]=[C:11]([O:10][CH2:9][CH:3]3[CH2:4][N:5]([CH3:8])[CH2:6][CH2:7][N:2]3[CH3:1])[CH:12]=2)[CH:17]=1)=[NH:31])[CH3:39]. (6) Given the reactants [CH3:1][C:2]1([CH3:16])[C:6]([CH3:8])([CH3:7])[O:5][B:4]([C:9]2[CH:14]=[CH:13][C:12]([NH2:15])=[CH:11][CH:10]=2)[O:3]1.[O:17]1[CH2:22][CH2:21][C:20](=O)[CH2:19][CH2:18]1.C(O[BH-](OC(=O)C)OC(=O)C)(=O)C.[Na+], predict the reaction product. The product is: [O:17]1[CH2:22][CH2:21][CH:20]([NH:15][C:12]2[CH:13]=[CH:14][C:9]([B:4]3[O:3][C:2]([CH3:16])([CH3:1])[C:6]([CH3:7])([CH3:8])[O:5]3)=[CH:10][CH:11]=2)[CH2:19][CH2:18]1. (7) Given the reactants P12(SP3(SP(SP(S3)(S1)=S)(=S)S2)=S)=[S:2].C(=O)(O)[O-].[Na+].COCCOCCOC.[C:29]1([C:35]2[NH:44][C:38]3[N:39]=[CH:40][N:41]=[C:42](O)[C:37]=3[CH:36]=2)[CH:34]=[CH:33][CH:32]=[CH:31][CH:30]=1, predict the reaction product. The product is: [C:29]1([C:35]2[NH:44][C:38]3[N:39]=[CH:40][N:41]=[C:42]([SH:2])[C:37]=3[CH:36]=2)[CH:34]=[CH:33][CH:32]=[CH:31][CH:30]=1.